Dataset: Catalyst prediction with 721,799 reactions and 888 catalyst types from USPTO. Task: Predict which catalyst facilitates the given reaction. (1) Reactant: [Mg].BrCCBr.Br[CH2:7][CH2:8][CH2:9][CH2:10]Br.[CH3:12][C:13](=[C:21]([CH3:23])[CH3:22])[CH2:14][CH2:15][C:16]([O:18]CC)=O.[Cl-].[NH4+]. Product: [CH3:12][C:13](=[C:21]([CH3:22])[CH3:23])[CH2:14][CH2:15][C:16]1([OH:18])[CH2:10][CH2:9][CH2:8][CH2:7]1. The catalyst class is: 27. (2) Reactant: [F:1][C:2]1[CH:7]=[CH:6][C:5]([N:8]2[C:11](=[O:12])[CH:10]([CH2:13][CH2:14][CH:15]([C:17]3[CH:22]=[CH:21][C:20]([F:23])=[CH:19][CH:18]=3)[OH:16])[CH:9]2[C:24]2[CH:31]=[CH:30][CH:29]=[CH:28][C:25]=2[C:26]#N)=[CH:4][CH:3]=1.[H][H].[NH3:34]. Product: [NH2:34][CH2:28][C:29]1[CH:30]=[CH:31][C:24]([CH:9]2[N:8]([C:5]3[CH:6]=[CH:7][C:2]([F:1])=[CH:3][CH:4]=3)[C:11](=[O:12])[CH:10]2[CH2:13][CH2:14][CH:15]([C:17]2[CH:22]=[CH:21][C:20]([F:23])=[CH:19][CH:18]=2)[OH:16])=[CH:25][CH:26]=1. The catalyst class is: 171. (3) Product: [CH3:13][NH:14][C:2]1[CH:7]=[CH:6][C:5]([S:8][C:9]([F:12])([F:11])[F:10])=[CH:4][N:3]=1. Reactant: Cl[C:2]1[CH:7]=[CH:6][C:5]([S:8][C:9]([F:12])([F:11])[F:10])=[CH:4][N:3]=1.[CH3:13][N:14]1C(=O)CCC1.CN.C(=O)([O-])[O-].[K+].[K+]. The catalyst class is: 6. (4) Reactant: [CH2:1]([O:3][C:4]([C:6]1[C:7](Cl)=[N:8][C:9]([C:12]2[CH:13]=[N:14][CH:15]=[CH:16][CH:17]=2)=[N:10][CH:11]=1)=[O:5])[CH3:2].[C:19]([C:21]1[CH:22]=[C:23]([OH:27])[CH:24]=[CH:25][CH:26]=1)#[N:20].C([O-])([O-])=O.[Cs+].[Cs+]. Product: [CH2:1]([O:3][C:4]([C:6]1[C:7]([O:27][C:23]2[CH:24]=[CH:25][CH:26]=[C:21]([C:19]#[N:20])[CH:22]=2)=[N:8][C:9]([C:12]2[CH:13]=[N:14][CH:15]=[CH:16][CH:17]=2)=[N:10][CH:11]=1)=[O:5])[CH3:2]. The catalyst class is: 23. (5) Reactant: C([O:3][C:4]([C:6]1([S:22]([C:25]2[CH:30]=[CH:29][C:28]([O:31][CH2:32][CH2:33][CH2:34][CH3:35])=[CH:27][CH:26]=2)(=[O:24])=[O:23])[CH2:11][CH2:10][N:9]([CH2:12][CH2:13][CH2:14][O:15][C:16]2[CH:21]=[CH:20][CH:19]=[CH:18][CH:17]=2)[CH2:8][CH2:7]1)=[O:5])C. Product: [CH2:32]([O:31][C:28]1[CH:27]=[CH:26][C:25]([S:22]([C:6]2([C:4]([OH:5])=[O:3])[CH2:11][CH2:10][N:9]([CH2:12][CH2:13][CH2:14][O:15][C:16]3[CH:17]=[CH:18][CH:19]=[CH:20][CH:21]=3)[CH2:8][CH2:7]2)(=[O:24])=[O:23])=[CH:30][CH:29]=1)[CH2:33][CH2:34][CH3:35]. The catalyst class is: 702. (6) Reactant: [Br:1][C:2]1[CH:7]=[CH:6][C:5]([S:8]([N:11]2[CH2:18][CH2:17][C:14]3([O:16][CH2:15]3)[CH2:13][CH2:12]2)(=[O:10])=[O:9])=[CH:4][CH:3]=1.[CH3:19][O:20][CH2:21][CH2:22][NH2:23].[Al]. Product: [Br:1][C:2]1[CH:7]=[CH:6][C:5]([S:8]([N:11]2[CH2:18][CH2:17][C:14]([CH2:15][NH:23][CH2:22][CH2:21][O:20][CH3:19])([OH:16])[CH2:13][CH2:12]2)(=[O:10])=[O:9])=[CH:4][CH:3]=1. The catalyst class is: 8. (7) Reactant: [C:1]([O:5][C:6](=[O:38])[C:7]([F:37])([F:36])[O:8][C:9]1[CH:35]=[CH:34][C:12]([CH2:13][CH:14]([C:24]2[CH:33]=[CH:32][C:27]([C:28]([O:30][CH3:31])=[O:29])=[CH:26][CH:25]=2)[C:15]([C:17]2[CH:22]=[CH:21][C:20]([F:23])=[CH:19][CH:18]=2)=[O:16])=[CH:11][CH:10]=1)([CH3:4])([CH3:3])[CH3:2].C1OCCOCCOCCOCCOCCOC1.CC(C)([O-])C.[K+].Br[CH2:64][C:65]1[CH:70]=[CH:69][C:68]([C:71]([P:74](=[O:85])([O:80][C:81]([CH3:84])([CH3:83])[CH3:82])[O:75][C:76]([CH3:79])([CH3:78])[CH3:77])([F:73])[F:72])=[CH:67][CH:66]=1. Product: [C:1]([O:5][C:6](=[O:38])[C:7]([F:36])([F:37])[O:8][C:9]1[CH:10]=[CH:11][C:12]([CH2:13][C:14]([C:24]2[CH:25]=[CH:26][C:27]([C:28]([O:30][CH3:31])=[O:29])=[CH:32][CH:33]=2)([CH2:64][C:65]2[CH:70]=[CH:69][C:68]([C:71]([P:74]([O:80][C:81]([CH3:84])([CH3:83])[CH3:82])([O:75][C:76]([CH3:77])([CH3:79])[CH3:78])=[O:85])([F:72])[F:73])=[CH:67][CH:66]=2)[C:15]([C:17]2[CH:22]=[CH:21][C:20]([F:23])=[CH:19][CH:18]=2)=[O:16])=[CH:34][CH:35]=1)([CH3:4])([CH3:2])[CH3:3]. The catalyst class is: 1.